From a dataset of Full USPTO retrosynthesis dataset with 1.9M reactions from patents (1976-2016). Predict the reactants needed to synthesize the given product. (1) The reactants are: [Cl:1][C:2]1[C:3]([O:12][C:13]2[CH:18]=[C:17]([O:19][CH2:20][CH2:21][O:22][Si:23]([CH:30]([CH3:32])[CH3:31])([CH:27]([CH3:29])[CH3:28])[CH:24]([CH3:26])[CH3:25])[CH:16]=[CH:15][C:14]=2/[CH:33]=[CH:34]/[C:35]([OH:37])=O)=[N:4][CH:5]=[C:6]([C:8]([F:11])([F:10])[F:9])[CH:7]=1.Cl.C(N=C=NCCCN(C)C)C.[CH2:50]([S:55]([NH2:58])(=[O:57])=[O:56])[CH2:51][CH2:52][CH2:53][CH3:54].Cl. Given the product [Cl:1][C:2]1[C:3]([O:12][C:13]2[CH:18]=[C:17]([O:19][CH2:20][CH2:21][O:22][Si:23]([CH:27]([CH3:28])[CH3:29])([CH:30]([CH3:32])[CH3:31])[CH:24]([CH3:26])[CH3:25])[CH:16]=[CH:15][C:14]=2/[CH:33]=[CH:34]/[C:35]([NH:58][S:55]([CH2:50][CH2:51][CH2:52][CH2:53][CH3:54])(=[O:57])=[O:56])=[O:37])=[N:4][CH:5]=[C:6]([C:8]([F:11])([F:10])[F:9])[CH:7]=1, predict the reactants needed to synthesize it. (2) Given the product [N:11]1[C:20]2[C:15](=[CH:16][CH:17]=[CH:18][CH:19]=2)[C:14]([CH:21]=[N:4][C:3]2[CH:5]=[CH:6][CH:7]=[CH:8][C:2]=2[C:1]([OH:10])=[O:9])=[CH:13][CH:12]=1, predict the reactants needed to synthesize it. The reactants are: [C:1]([OH:10])(=[O:9])[C:2]1[C:3](=[CH:5][CH:6]=[CH:7][CH:8]=1)[NH2:4].[N:11]1[C:20]2[C:15](=[CH:16][CH:17]=[CH:18][CH:19]=2)[C:14]([CH:21]=O)=[CH:13][CH:12]=1. (3) Given the product [Cl:37][CH2:2][C:3]1[CH:8]=[CH:7][CH:6]=[CH:5][C:4]=1[C:9]1[CH:34]=[CH:33][C:12]([CH2:13][C:14]23[C:22](=[O:23])[N:21]([C:24]4[CH:25]=[C:26]([Cl:31])[CH:27]=[C:28]([Cl:30])[CH:29]=4)[C:20](=[O:32])[N:19]2[CH2:18][CH2:17][CH2:16][CH2:15]3)=[CH:11][CH:10]=1, predict the reactants needed to synthesize it. The reactants are: O[CH2:2][C:3]1[CH:8]=[CH:7][CH:6]=[CH:5][C:4]=1[C:9]1[CH:34]=[CH:33][C:12]([CH2:13][C:14]23[C:22](=[O:23])[N:21]([C:24]4[CH:29]=[C:28]([Cl:30])[CH:27]=[C:26]([Cl:31])[CH:25]=4)[C:20](=[O:32])[N:19]2[CH2:18][CH2:17][CH2:16][CH2:15]3)=[CH:11][CH:10]=1.S(Cl)([Cl:37])=O. (4) Given the product [Cl:89][C:84]1[CH:85]=[CH:86][CH:87]=[CH:88][C:83]=1[NH:82][CH:79]1[CH2:78][CH2:77][N:76]([C:74](=[O:75])[CH2:73][NH:72][C:22]([C:19]2[CH:18]=[C:17]([C:13]3[CH:14]=[CH:15][CH:16]=[C:11]([F:10])[CH:12]=3)[NH:21][N:20]=2)=[O:24])[CH2:81][CH2:80]1, predict the reactants needed to synthesize it. The reactants are: CCN(C(C)C)C(C)C.[F:10][C:11]1[CH:12]=[C:13]([C:17]2[NH:21][N:20]=[C:19]([C:22]([OH:24])=O)[CH:18]=2)[CH:14]=[CH:15][CH:16]=1.C1(C2NN=C(C(O)=O)C=2)C=CC=CC=1.FC1C=C(C(=O)C)C=CC=1.C1C=CC2N(O)N=NC=2C=1.CCN=C=NCCCN(C)C.Cl.Cl.[NH2:72][CH2:73][C:74]([N:76]1[CH2:81][CH2:80][CH:79]([NH:82][C:83]2[CH:88]=[CH:87][CH:86]=[CH:85][C:84]=2[Cl:89])[CH2:78][CH2:77]1)=[O:75]. (5) The reactants are: CC1C(Cl)=CC(S([O-])(=O)=O)=C(N[N:14]=[C:15]2[C:25]3[C:20](=[CH:21][CH:22]=[CH:23][CH:24]=3)[CH:19]=CC2=O)C=1.CC1C(Cl)=CC(S([O-])(=O)=O)=C(N[N:14]=[C:15]2[C:25]3[C:20](=[CH:21][CH:22]=[CH:23][CH:24]=3)[CH:19]=CC2=O)C=1.[Ba+2].C1C=C2C(NC(=C3C(=O)NC(=O)NC3=O)C2=CC=1)=C1C(=O)NC(=O)NC1=O. Given the product [CH2:19]1[C:20]2[C:25](=[CH:24][CH:23]=[CH:22][CH:21]=2)[CH2:15][NH:14]1, predict the reactants needed to synthesize it.